From a dataset of Forward reaction prediction with 1.9M reactions from USPTO patents (1976-2016). Predict the product of the given reaction. (1) Given the reactants [Cl:1][C:2]1[CH:7]=[CH:6][C:5]([NH:8][C:9](=[O:16])[CH2:10][O:11][CH2:12][C:13]([OH:15])=O)=[C:4]([C:17]([O:19]C)=[O:18])[CH:3]=1.CN(C=O)C.C(Cl)(=O)C(Cl)=O.[CH:32]1([NH:38][C:39]2[CH:44]=[CH:43][CH:42]=[CH:41][CH:40]=2)[CH2:37][CH2:36][CH2:35][CH2:34][CH2:33]1.C(=O)(O)[O-].[Na+], predict the reaction product. The product is: [Cl:1][C:2]1[CH:7]=[CH:6][C:5]([NH:8][C:9](=[O:16])[CH2:10][O:11][CH2:12][C:13]([N:38]([CH:39]2[CH2:44][CH2:43][CH2:42][CH2:41][CH2:40]2)[C:32]2[CH:37]=[CH:36][CH:35]=[CH:34][CH:33]=2)=[O:15])=[C:4]([CH:3]=1)[C:17]([OH:19])=[O:18]. (2) Given the reactants [N:1]1([C:7]2[N:8]=[C:9]([CH2:14][C:15]([O-:17])=O)[NH:10][C:11](=[O:13])[CH:12]=2)[CH2:6][CH2:5][O:4][CH2:3][CH2:2]1.[Na+].[OH:19][C:20]1[C:26]([C:27]([F:30])([F:29])[F:28])=[CH:25][CH:24]=[CH:23][C:21]=1[NH2:22].Cl.CN(C)CCCN=C=NCC, predict the reaction product. The product is: [OH:19][C:20]1[C:26]([C:27]([F:28])([F:29])[F:30])=[CH:25][CH:24]=[CH:23][C:21]=1[NH:22][C:15](=[O:17])[CH2:14][C:9]1[NH:10][C:11](=[O:13])[CH:12]=[C:7]([N:1]2[CH2:2][CH2:3][O:4][CH2:5][CH2:6]2)[N:8]=1. (3) The product is: [F:35][C:32]([F:33])([F:34])[C:24]1[CH:23]=[C:22]([CH:27]=[C:26]([C:28]([F:30])([F:29])[F:31])[CH:25]=1)[CH2:21][N:18]([CH2:17][C:7]1[CH:8]=[C:9]2[N:14]=[C:13]([CH3:15])[N:12]([CH3:16])[C:10]2=[N:11][C:6]=1[N:5]([CH2:4][CH:1]1[CH2:2][CH2:3]1)[CH2:36][CH:37]1[CH2:39][CH2:38]1)[C:19]1[N:40]=[N:41][NH:42][N:20]=1. Given the reactants [CH:1]1([CH2:4][N:5]([CH2:36][CH:37]2[CH2:39][CH2:38]2)[C:6]2[N:11]=[C:10]3[N:12]([CH3:16])[C:13]([CH3:15])=[N:14][C:9]3=[CH:8][C:7]=2[CH2:17][N:18]([CH2:21][C:22]2[CH:27]=[C:26]([C:28]([F:31])([F:30])[F:29])[CH:25]=[C:24]([C:32]([F:35])([F:34])[F:33])[CH:23]=2)[C:19]#[N:20])[CH2:3][CH2:2]1.[N-:40]=[N+:41]=[N-:42].[Na+].[Cl-].[NH4+], predict the reaction product. (4) Given the reactants [Si]([O:8][CH2:9][C:10]([CH3:53])([CH3:52])[CH2:11][N:12]1[CH:21]=[C:20]([CH:22]([N:24]2[CH2:29][CH2:28][N:27](C(OC(C)(C)C)=O)[CH2:26][CH2:25]2)[CH3:23])[C:19]2[C:14](=[CH:15][CH:16]=[C:17]([C:37]3[CH:42]=[C:41]([C:43](=[O:48])[NH:44][CH:45]4[CH2:47][CH2:46]4)[CH:40]=[C:39]([F:49])[C:38]=3[CH3:50])[CH:18]=2)[C:13]1=[O:51])(C(C)(C)C)(C)C.C(O)C, predict the reaction product. The product is: [CH:45]1([NH:44][C:43](=[O:48])[C:41]2[CH:42]=[C:37]([C:17]3[CH:18]=[C:19]4[C:14](=[CH:15][CH:16]=3)[C:13](=[O:51])[N:12]([CH2:11][C:10]([CH3:53])([CH3:52])[CH2:9][OH:8])[CH:21]=[C:20]4[CH:22]([N:24]3[CH2:25][CH2:26][NH:27][CH2:28][CH2:29]3)[CH3:23])[C:38]([CH3:50])=[C:39]([F:49])[CH:40]=2)[CH2:47][CH2:46]1. (5) Given the reactants C[O:2][C:3](=[O:45])[C:4]1[CH:9]=[CH:8][C:7]([O:10][C:11]2[CH:16]=[CH:15][C:14]([CH2:17][C@@H:18]([C:28]3[N:29]([CH2:41][CH2:42][CH2:43][CH3:44])[CH:30]=[C:31]([C:33]4[CH:38]=[CH:37][C:36]([Cl:39])=[CH:35][C:34]=4[Cl:40])[N:32]=3)[NH:19][C:20](=[O:27])[CH2:21][CH2:22][CH2:23][C:24]([OH:26])=O)=[CH:13][CH:12]=2)=[CH:6][CH:5]=1.[CH3:46][NH:47][CH3:48], predict the reaction product. The product is: [CH2:41]([N:29]1[CH:30]=[C:31]([C:33]2[CH:38]=[CH:37][C:36]([Cl:39])=[CH:35][C:34]=2[Cl:40])[N:32]=[C:28]1[C@@H:18]([NH:19][C:20](=[O:27])[CH2:21][CH2:22][CH2:23][C:24](=[O:26])[N:47]([CH3:48])[CH3:46])[CH2:17][C:14]1[CH:13]=[CH:12][C:11]([O:10][C:7]2[CH:8]=[CH:9][C:4]([C:3]([OH:2])=[O:45])=[CH:5][CH:6]=2)=[CH:16][CH:15]=1)[CH2:42][CH2:43][CH3:44]. (6) Given the reactants C[Si](C)(C)N[Si](C)(C)C.[Li].[NH:11]([C:18]1[N:23]=[CH:22][N:21]=[C:20]([C:24]2[CH:29]=[CH:28][N:27]=[C:26]([C:30](=[S:37])[N:31]([CH2:33][CH:34]3[CH2:36][CH2:35]3)[CH3:32])[CH:25]=2)[N:19]=1)[C:12]1[CH:17]=[CH:16][CH:15]=[CH:14][CH:13]=1.[C:38](Cl)(=[O:40])[CH3:39].O, predict the reaction product. The product is: [CH:34]1([CH2:33][N:31]([CH3:32])[C:30]([C:26]2[CH:25]=[C:24]([C:20]3[N:21]=[CH:22][N:23]=[C:18]([N:11]([C:12]4[CH:17]=[CH:16][CH:15]=[CH:14][CH:13]=4)[C:38](=[O:40])[CH3:39])[N:19]=3)[CH:29]=[CH:28][N:27]=2)=[S:37])[CH2:36][CH2:35]1. (7) Given the reactants [F:1][C:2]1[C:10]([C:11]2[CH:16]=[CH:15][C:14]([O:17][CH2:18][CH2:19][OH:20])=[CH:13][CH:12]=2)=[C:9]([F:21])[CH:8]=[C:7]2[C:3]=1[C:4]([CH:22]=[O:23])=[CH:5][NH:6]2.Cl([O-])=[O:25].[Na+].P([O-])(O)(O)=O.[Na+].S([O-])([O-])=O.[Na+].[Na+], predict the reaction product. The product is: [F:1][C:2]1[C:10]([C:11]2[CH:12]=[CH:13][C:14]([O:17][CH2:18][CH2:19][OH:20])=[CH:15][CH:16]=2)=[C:9]([F:21])[CH:8]=[C:7]2[C:3]=1[C:4]([C:22]([OH:25])=[O:23])=[CH:5][NH:6]2.